Dataset: Forward reaction prediction with 1.9M reactions from USPTO patents (1976-2016). Task: Predict the product of the given reaction. (1) Given the reactants [C:1]1([CH:7]([C:40]2[CH:45]=[CH:44][CH:43]=[CH:42][CH:41]=2)[CH2:8][N:9]([CH2:28][C:29]2[CH:34]=[CH:33][CH:32]=[C:31]([C:35]([F:38])([F:37])[F:36])[C:30]=2[Cl:39])[CH2:10][CH2:11][CH2:12][O:13][C:14]2[C:15]([CH3:27])([CH3:26])[CH:16]([CH:20]([CH3:25])[C:21]([O:23]C)=[O:22])[CH:17]=[CH:18][CH:19]=2)[CH:6]=[CH:5][CH:4]=[CH:3][CH:2]=1.Cl, predict the reaction product. The product is: [C:1]1([CH:7]([C:40]2[CH:41]=[CH:42][CH:43]=[CH:44][CH:45]=2)[CH2:8][N:9]([CH2:28][C:29]2[CH:34]=[CH:33][CH:32]=[C:31]([C:35]([F:36])([F:37])[F:38])[C:30]=2[Cl:39])[CH2:10][CH2:11][CH2:12][O:13][C:14]2[C:15]([CH3:26])([CH3:27])[CH:16]([CH:20]([CH3:25])[C:21]([OH:23])=[O:22])[CH:17]=[CH:18][CH:19]=2)[CH:6]=[CH:5][CH:4]=[CH:3][CH:2]=1. (2) Given the reactants [NH2:1][C@@H:2]1[CH2:7][CH2:6][CH2:5][N:4]([C:8]2[N:9]([CH2:16][C:17]3[CH:24]=[CH:23][CH:22]=[CH:21][C:18]=3[C:19]#[N:20])[C:10](=[O:15])[C:11](Br)=[CH:12][N:13]=2)[CH2:3]1.[CH3:25][Si:26]([C:29]#[CH:30])([CH3:28])[CH3:27].C(N(CC)CC)C, predict the reaction product. The product is: [NH2:1][C@@H:2]1[CH2:7][CH2:6][CH2:5][N:4]([C:8]2[N:9]([CH2:16][C:17]3[CH:24]=[CH:23][CH:22]=[CH:21][C:18]=3[C:19]#[N:20])[C:10](=[O:15])[C:11]([C:30]#[C:29][Si:26]([CH3:28])([CH3:27])[CH3:25])=[CH:12][N:13]=2)[CH2:3]1. (3) Given the reactants C(=O)([O-])N.C[O:6][C:7](=[O:24])[CH2:8][C:9]1[C:10]([CH3:23])=[N:11][N:12]([CH2:15][C:16]2[CH:21]=[CH:20][C:19]([NH2:22])=[CH:18][CH:17]=2)[C:13]=1[CH3:14].C(N(C(C)C)CC)(C)C.Cl[C:35]([O:37][CH2:38][C:39]1[CH:44]=[CH:43][CH:42]=[CH:41][CH:40]=1)=[O:36], predict the reaction product. The product is: [CH2:38]([O:37][C:35]([NH:22][C:19]1[CH:20]=[CH:21][C:16]([CH2:15][N:12]2[C:13]([CH3:14])=[C:9]([CH2:8][C:7]([OH:6])=[O:24])[C:10]([CH3:23])=[N:11]2)=[CH:17][CH:18]=1)=[O:36])[C:39]1[CH:44]=[CH:43][CH:42]=[CH:41][CH:40]=1. (4) Given the reactants [OH:1][CH2:2][CH:3]([CH2:6][OH:7])[CH2:4][OH:5].[C:8]1(=O)[CH2:13][CH2:12][CH2:11][CH2:10][CH2:9]1, predict the reaction product. The product is: [O:1]1[C:8]2([CH2:13][CH2:12][CH2:11][CH2:10][CH2:9]2)[O:5][CH2:4][CH:3]([CH2:6][OH:7])[CH2:2]1. (5) The product is: [CH3:17][O:16][C:13](=[O:15])[CH:8]([C:5]1[CH:6]=[CH:7][C:2]([Br:1])=[C:3]([Cl:12])[CH:4]=1)[CH3:9]. Given the reactants [Br:1][C:2]1[CH:7]=[CH:6][C:5]([C:8](=O)[CH2:9]C)=[CH:4][C:3]=1[Cl:12].[C:13]([OH:16])(=[O:15])C.[C:17](O)(=O)C.IC1C=CC=CC=1.S(=O)(=O)(O)O.O, predict the reaction product. (6) Given the reactants [C:1]([C:3]1[CH:8]=[CH:7][N:6]=[CH:5][CH:4]=1)#[N:2].C([O:11][C:12](=O)[O:13]CC)C.C([Li])(C)(C)C, predict the reaction product. The product is: [C:1]([C:3]1[CH:8]=[CH:7][N:6]=[C:5]([C:12]([OH:13])=[O:11])[CH:4]=1)#[N:2]. (7) The product is: [Br:13][CH2:8][C:7]1[C:2]([F:1])=[CH:3][N:4]=[CH:5][C:6]=1[F:10]. Given the reactants [F:1][C:2]1[CH:3]=[N:4][CH:5]=[C:6]([F:10])[C:7]=1[CH2:8]O.S(Br)([Br:13])=O, predict the reaction product. (8) Given the reactants Cl[C:2]([O:4][C:5]1[CH:10]=[CH:9][CH:8]=[CH:7][CH:6]=1)=[O:3].N1C=CC=CC=1.C(Cl)Cl.[C:20]([O:24][C:25](=[O:34])[NH:26][CH:27]1[CH2:32][CH2:31][CH:30]([NH2:33])[CH2:29][CH2:28]1)([CH3:23])([CH3:22])[CH3:21], predict the reaction product. The product is: [C:5]1([O:4][C:2](=[O:3])[NH:33][CH:30]2[CH2:31][CH2:32][CH:27]([NH:26][C:25]([O:24][C:20]([CH3:23])([CH3:22])[CH3:21])=[O:34])[CH2:28][CH2:29]2)[CH:10]=[CH:9][CH:8]=[CH:7][CH:6]=1. (9) The product is: [Br:1][C:2]1[CH:3]=[C:4]2[C:8](=[C:9]([NH2:11])[CH:10]=1)[NH:7][C:6]([C:14]1[S:15][CH:16]([CH2:19][N:20]3[CH2:21][CH2:22][O:23][CH2:24][CH2:25]3)[CH2:17][N:18]=1)=[CH:5]2. Given the reactants [Br:1][C:2]1[CH:3]=[C:4]2[C:8](=[C:9]([N+:11]([O-])=O)[CH:10]=1)[NH:7][C:6]([C:14]1[S:15][CH:16]([CH2:19][N:20]3[CH2:25][CH2:24][O:23][CH2:22][CH2:21]3)[CH2:17][N:18]=1)=[CH:5]2.[Cl-].[Ca+2].[Cl-].C(O)C.O1CCCC1, predict the reaction product. (10) Given the reactants [I-:1].[I-:1].[I-:1].[CH2:4]([N:10]([CH2:25][CH2:26][CH2:27][CH2:28][CH2:29][CH3:30])[C:11]1[CH:12]=[CH:13][C:14]2[NH2+:15][C:16]3[C:21]([S:22][C:23]=2[CH:24]=1)=[CH:20][CH:19]=[CH:18][CH:17]=3)[CH2:5][CH2:6][CH2:7][CH2:8][CH3:9].[CH2:4]([N:10]([C:11]1[CH:12]=[CH:13][C:14]2[NH2+:15][C:16]3[C:21]([S:22][C:23]=2[CH:24]=1)=[CH:20][CH:19]=[CH:18][CH:17]=3)[CH2:25][CH2:26][CH2:27][CH2:28][CH2:29][CH3:30])[CH2:5][CH2:6][CH2:7][CH2:8][CH3:9].[CH2:25]([N:10]([C:11]1[CH:12]=[CH:13][C:14]2[NH2+:15][C:16]3[C:21]([S:22][C:23]=2[CH:24]=1)=[CH:20][CH:19]=[CH:18][CH:17]=3)[CH2:4][CH2:5][CH2:6][CH2:7][CH2:8][CH3:9])[CH2:26][CH2:27][CH2:28][CH2:29][CH3:30].[CH2:85]([N:87]([CH2:93][CH3:94])[CH2:88][CH2:89][NH:90][CH2:91][CH3:92])[CH3:86], predict the reaction product. The product is: [I-:1].[CH2:25]([N:10]([CH2:4][CH2:5][CH2:6][CH2:7][CH2:8][CH3:9])[C:11]1[CH:12]=[CH:13][C:14]2[NH2+:15][C:16]3[C:21]([S:22][C:23]=2[CH:24]=1)=[CH:20][C:19]([N:90]([CH2:89][CH2:88][N:87]([CH2:93][CH3:94])[CH2:85][CH3:86])[CH2:91][CH3:92])=[CH:18][CH:17]=3)[CH2:26][CH2:27][CH2:28][CH2:29][CH3:30].